This data is from Reaction yield outcomes from USPTO patents with 853,638 reactions. The task is: Predict the reaction yield, written as a fraction of the theoretical maximum amount of product (1.0 means a 100% yield; for example, 0.34 means a 34% yield). (1) The reactants are [Si]([O:8][C:9]1[CH:14]=[CH:13][C:12]([CH2:15][C:16](=O)[CH:17]([O:21]CC)OCC)=[CH:11][CH:10]=1)(C(C)(C)C)(C)C.[NH2:25][C:26]1[C:35]([CH2:36][C:37]2[CH:42]=[CH:41][CH:40]=[CH:39][CH:38]=2)=[N:34][C:33]2[C:32]3[CH:43]=[CH:44][C:45]([OH:47])=[CH:46][C:31]=3[CH:30]=[CH:29][C:28]=2[N:27]=1.Cl. The catalyst is C(O)C.O. The product is [CH:40]1[CH:39]=[CH:38][C:37]([CH2:36][C:35]2[NH:34][C:33]3[C:32]4[CH:43]=[CH:44][C:45]([OH:47])=[CH:46][C:31]=4[CH:30]=[CH:29][C:28]=3[N:27]3[C:26]=2[N:25]=[C:16]([CH2:15][C:12]2[CH:11]=[CH:10][C:9]([OH:8])=[CH:14][CH:13]=2)[C:17]3=[O:21])=[CH:42][CH:41]=1. The yield is 0.132. (2) The reactants are [H-].[OH-].[Li+].C[O:5][C:6](=[O:39])[CH:7]([NH:12][C:13]([C:15]1[N:16]=[N:17][C:18]([N:21]2[CH2:26][CH2:25][N:24]([C:27](=[O:38])[C:28]3[CH:33]=[CH:32][CH:31]=[CH:30][C:29]=3[C:34]([F:37])([F:36])[F:35])[CH2:23][CH2:22]2)=[CH:19][CH:20]=1)=[O:14])[CH2:8][CH:9]([CH3:11])[CH3:10]. The catalyst is O1CCCC1.O. The product is [CH3:10][CH:9]([CH3:11])[CH2:8][CH:7]([NH:12][C:13]([C:15]1[N:16]=[N:17][C:18]([N:21]2[CH2:22][CH2:23][N:24]([C:27](=[O:38])[C:28]3[CH:33]=[CH:32][CH:31]=[CH:30][C:29]=3[C:34]([F:37])([F:36])[F:35])[CH2:25][CH2:26]2)=[CH:19][CH:20]=1)=[O:14])[C:6]([OH:39])=[O:5]. The yield is 0.740. (3) The reactants are [Cl:1][C:2]1[CH:10]=[CH:9][CH:8]=[C:7]2[C:3]=1[C:4]([C:16]([OH:18])=O)=[CH:5][N:6]2[CH:11]1[CH2:15][CH2:14][O:13][CH2:12]1.[CH:19]1([CH2:25][NH2:26])[CH2:24][CH2:23][CH2:22][CH2:21][CH2:20]1.C(Cl)CCl.N1(O)C2C=CC=CC=2N=N1.C(N(C(C)C)C(C)C)C. The catalyst is CN(C)C=O. The product is [Cl:1][C:2]1[CH:10]=[CH:9][CH:8]=[C:7]2[C:3]=1[C:4]([C:16]([NH:26][CH2:25][CH:19]1[CH2:24][CH2:23][CH2:22][CH2:21][CH2:20]1)=[O:18])=[CH:5][N:6]2[CH:11]1[CH2:15][CH2:14][O:13][CH2:12]1. The yield is 0.690. (4) The reactants are [NH2:1][C:2]1[CH:7]=[C:6]([C:8]2[S:12][C:11]([CH2:13][CH3:14])=[N:10][C:9]=2[C:15]2[CH:20]=[CH:19][CH:18]=[C:17]([C:21]#N)[CH:16]=2)[CH:5]=[CH:4][N:3]=1.S(=O)(=O)(O)[OH:24].[OH-:28].[Na+]. The catalyst is C(O)(=O)C. The product is [NH2:1][C:2]1[CH:7]=[C:6]([C:8]2[S:12][C:11]([CH2:13][CH3:14])=[N:10][C:9]=2[C:15]2[CH:16]=[C:17]([CH:18]=[CH:19][CH:20]=2)[C:21]([OH:24])=[O:28])[CH:5]=[CH:4][N:3]=1. The yield is 0.840. (5) The reactants are [CH2:1]([O:3][CH2:4][C:5]1[N:6]=[C:7]([NH:10]C(=O)C)[S:8][CH:9]=1)[CH3:2].Cl. The catalyst is C1COCC1. The product is [CH2:1]([O:3][CH2:4][C:5]1[N:6]=[C:7]([NH2:10])[S:8][CH:9]=1)[CH3:2]. The yield is 0.650. (6) The reactants are [CH2:1]([O:8][CH2:9][C:10]([NH:12][NH:13][C:14]([C:16]1[CH:21]=[CH:20][C:19]([C:22]2[CH:27]=[CH:26][CH:25]=[CH:24][CH:23]=2)=[CH:18][CH:17]=1)=O)=O)[C:2]1[CH:7]=[CH:6][CH:5]=[CH:4][CH:3]=1.P(Cl)(Cl)(Cl)=O.[F:33][C:34]1[CH:40]=[CH:39][CH:38]=[CH:37][C:35]=1[NH2:36]. The catalyst is C(OCC)(=O)C. The product is [CH2:1]([O:8][CH2:9][C:10]1[N:36]([C:35]2[CH:37]=[CH:38][CH:39]=[CH:40][C:34]=2[F:33])[C:14]([C:16]2[CH:21]=[CH:20][C:19]([C:22]3[CH:27]=[CH:26][CH:25]=[CH:24][CH:23]=3)=[CH:18][CH:17]=2)=[N:13][N:12]=1)[C:2]1[CH:7]=[CH:6][CH:5]=[CH:4][CH:3]=1. The yield is 0.580. (7) The reactants are O[C:2]([C:5]1[CH:10]=[CH:9][C:8]([NH:11][C:12](=[O:14])[CH3:13])=[CH:7][C:6]=1[O:15][CH3:16])([CH3:4])[CH3:3].C([O-])=O.[NH4+]. The catalyst is C(O)(=O)C.[Pd]. The product is [CH:2]([C:5]1[CH:10]=[CH:9][C:8]([NH:11][C:12](=[O:14])[CH3:13])=[CH:7][C:6]=1[O:15][CH3:16])([CH3:4])[CH3:3]. The yield is 0.990. (8) The reactants are [C:1]([C:5]1[CH:6]=[C:7]2[C:12](=[CH:13][CH:14]=1)[C:11](=[O:15])[N:10]([C:16]1[CH:26]=[CH:25][CH:24]=[C:23](B3OC(C)(C)C(C)(C)O3)[C:17]=1[CH2:18][O:19]C(=O)C)[N:9]=[CH:8]2)([CH3:4])([CH3:3])[CH3:2].Cl[C:37]1[CH:38]=[C:39]([NH:45][C:46]2[CH:51]=[CH:50][C:49]([C:52]([N:54]3[CH2:59][CH2:58][O:57][CH2:56][CH2:55]3)=[O:53])=[CH:48][N:47]=2)[C:40](=[O:44])[N:41]([CH3:43])[N:42]=1.CC(C1C=C(C(C)C)C(C2C=CC=CC=2P(C2CCCCC2)C2CCCCC2)=C(C(C)C)C=1)C.[O-]P([O-])([O-])=O.[K+].[K+].[K+]. The catalyst is C1C=CC(/C=C/C(/C=C/C2C=CC=CC=2)=O)=CC=1.C1C=CC(/C=C/C(/C=C/C2C=CC=CC=2)=O)=CC=1.[Pd].CO.O.CCCCO. The product is [C:1]([C:5]1[CH:6]=[C:7]2[C:12](=[CH:13][CH:14]=1)[C:11](=[O:15])[N:10]([C:16]1[CH:26]=[CH:25][CH:24]=[C:23]([C:37]3[CH:38]=[C:39]([NH:45][C:46]4[CH:51]=[CH:50][C:49]([C:52]([N:54]5[CH2:55][CH2:56][O:57][CH2:58][CH2:59]5)=[O:53])=[CH:48][N:47]=4)[C:40](=[O:44])[N:41]([CH3:43])[N:42]=3)[C:17]=1[CH2:18][OH:19])[N:9]=[CH:8]2)([CH3:4])([CH3:2])[CH3:3]. The yield is 0.260. (9) The reactants are C(NC(C)C)(C)C.[Li]CCCC.[CH2:13]([N:20]1[CH2:25][CH2:24][CH:23]([C:26]([O:28][CH2:29][CH3:30])=[O:27])[CH2:22][CH2:21]1)[C:14]1[CH:19]=[CH:18][CH:17]=[CH:16][CH:15]=1.[N:31]([C:40]([O:42][C:43]([CH3:46])([CH3:45])[CH3:44])=[O:41])=[N:32][C:33]([O:35][C:36]([CH3:39])([CH3:38])[CH3:37])=[O:34]. The catalyst is C1COCC1. The product is [CH2:13]([N:20]1[CH2:25][CH2:24][C:23]([N:31]([C:40]([O:42][C:43]([CH3:46])([CH3:45])[CH3:44])=[O:41])[NH:32][C:33]([O:35][C:36]([CH3:37])([CH3:38])[CH3:39])=[O:34])([C:26]([O:28][CH2:29][CH3:30])=[O:27])[CH2:22][CH2:21]1)[C:14]1[CH:15]=[CH:16][CH:17]=[CH:18][CH:19]=1. The yield is 0.720. (10) The reactants are [C:1]([O:5][C:6](=[O:20])[NH:7][CH2:8][C:9]1[CH:14]=[CH:13][C:12]([C:15]([F:18])([F:17])[F:16])=[C:11]([NH2:19])[CH:10]=1)([CH3:4])([CH3:3])[CH3:2].[C:21](N1C=CC=CC1=O)(N1C=CC=CC1=O)=[S:22]. The yield is 0.860. No catalyst specified. The product is [C:1]([O:5][C:6](=[O:20])[NH:7][CH2:8][C:9]1[CH:14]=[CH:13][C:12]([C:15]([F:18])([F:17])[F:16])=[C:11]([N:19]=[C:21]=[S:22])[CH:10]=1)([CH3:4])([CH3:2])[CH3:3].